This data is from Forward reaction prediction with 1.9M reactions from USPTO patents (1976-2016). The task is: Predict the product of the given reaction. (1) Given the reactants Br[C:2]1[CH:3]=[C:4]2[C:9](=[CH:10][CH:11]=1)[O:8][CH:7]1[CH2:12][O:13][CH2:14][CH2:15][CH:6]1[C:5]12[CH2:19][O:18][C:17]([NH2:20])=[N:16]1.[Cl:21][C:22]1[CH:23]=[C:24](B(O)O)[CH:25]=[N:26][CH:27]=1.C(=O)([O-])[O-].[Na+].[Na+], predict the reaction product. The product is: [Cl:21][C:22]1[CH:23]=[C:24]([C:2]2[CH:3]=[C:4]3[C:9](=[CH:10][CH:11]=2)[O:8][CH:7]2[CH2:12][O:13][CH2:14][CH2:15][CH:6]2[C:5]23[CH2:19][O:18][C:17]([NH2:20])=[N:16]2)[CH:25]=[N:26][CH:27]=1. (2) Given the reactants [Cl:1][C:2]1[N:10]=[C:9]2[C:5]([N:6]=[CH:7][N:8]2[C@@H:11]2[CH2:15][C@H:14]([NH:16][C:17](=[O:20])[CH2:18][CH3:19])[C@@H:13]([OH:21])[C@H:12]2[OH:22])=[C:4](Cl)[N:3]=1.CCN(C(C)C)C(C)C.[C:33]1([CH:39]([C:42]2[CH:47]=[CH:46][CH:45]=[CH:44][CH:43]=2)[CH2:40][NH2:41])[CH:38]=[CH:37][CH:36]=[CH:35][CH:34]=1, predict the reaction product. The product is: [Cl:1][C:2]1[N:10]=[C:9]2[C:5]([N:6]=[CH:7][N:8]2[C@@H:11]2[CH2:15][C@H:14]([NH:16][C:17](=[O:20])[CH2:18][CH3:19])[C@@H:13]([OH:21])[C@H:12]2[OH:22])=[C:4]([NH:41][CH2:40][CH:39]([C:33]2[CH:38]=[CH:37][CH:36]=[CH:35][CH:34]=2)[C:42]2[CH:47]=[CH:46][CH:45]=[CH:44][CH:43]=2)[N:3]=1. (3) The product is: [F:22][C:19]1[CH:20]=[CH:21][C:16]([C@:13]2([CH2:23][CH2:24][CH2:25][NH:26][S:27]([CH3:30])(=[O:29])=[O:28])[O:12][C:11](=[O:31])[N:10]([C@H:8]([C:5]3[CH:6]=[CH:7][C:2]([C:37]4[CH:38]=[N:39][C:34]([O:33][CH3:32])=[CH:35][CH:36]=4)=[CH:3][CH:4]=3)[CH3:9])[CH2:15][CH2:14]2)=[CH:17][CH:18]=1. Given the reactants Br[C:2]1[CH:7]=[CH:6][C:5]([C@@H:8]([N:10]2[CH2:15][CH2:14][C@:13]([CH2:23][CH2:24][CH2:25][NH:26][S:27]([CH3:30])(=[O:29])=[O:28])([C:16]3[CH:21]=[CH:20][C:19]([F:22])=[CH:18][CH:17]=3)[O:12][C:11]2=[O:31])[CH3:9])=[CH:4][CH:3]=1.[CH3:32][O:33][C:34]1[N:39]=[CH:38][C:37](B(O)O)=[CH:36][CH:35]=1, predict the reaction product. (4) Given the reactants [F:1][C:2]1[CH:11]=[CH:10][C:9]([O:12][CH3:13])=[C:8]2[C:3]=1[CH2:4][CH2:5][CH2:6][O:7]2.CN(CCN(CCN(C)C)C)C.C([Li])CCC.[CH:31](N1CCOCC1)=[O:32].Cl, predict the reaction product. The product is: [F:1][C:2]1[C:11]([CH:31]=[O:32])=[CH:10][C:9]([O:12][CH3:13])=[C:8]2[C:3]=1[CH2:4][CH2:5][CH2:6][O:7]2. (5) Given the reactants [C:1]([O:5][C:6]([NH:8][C@H:9]1[C:26]2[CH:27]=[C:22]([C:23](OS(C(F)(F)F)(=O)=O)=[CH:24][CH:25]=2)[C:21]2=[CH:36][C:17](=[CH:18][CH:19]=[C:20]2OS(C(F)(F)F)(=O)=O)[CH2:16][C@@H:15]([C:45]([O:47][CH3:48])=[O:46])[NH:14][C:13](=[O:49])[C@H:12]([CH3:50])[NH:11][C:10]1=[O:51])=[O:7])([CH3:4])([CH3:3])[CH3:2].C(O)=O.CCN(CC)CC, predict the reaction product. The product is: [C:1]([O:5][C:6]([NH:8][C@H:9]1[C:26]2[CH:27]=[C:22]([CH:23]=[CH:24][CH:25]=2)[C:21]2=[CH:36][C:17](=[CH:18][CH:19]=[CH:20]2)[CH2:16][C@@H:15]([C:45]([O:47][CH3:48])=[O:46])[NH:14][C:13](=[O:49])[C@H:12]([CH3:50])[NH:11][C:10]1=[O:51])=[O:7])([CH3:4])([CH3:2])[CH3:3]. (6) The product is: [CH3:18][O:17][C:12]1[CH:13]=[C:14]2[C:9](=[CH:10][CH:11]=1)[N:8]=[CH:7][C:6]1[O:5][CH2:4][CH:3]([CH2:2][N:26]3[CH2:27][CH2:28][CH:29]([CH2:32][NH:33][C:45]([C:42]4[CH:43]=[CH:44][C:38]5[S:37][CH2:36][C:35](=[O:34])[NH:40][C:39]=5[CH:41]=4)=[O:46])[CH2:30][CH2:31]3)[CH2:16][C:15]2=1. Given the reactants Br[CH2:2][CH:3]1[CH2:16][C:15]2[C:14]3[C:9](=[CH:10][CH:11]=[C:12]([O:17][CH3:18])[CH:13]=3)[N:8]=[CH:7][C:6]=2[O:5][CH2:4]1.C(OC([N:26]1[CH2:31][CH2:30][CH:29]([CH2:32][NH2:33])[CH2:28][CH2:27]1)=O)(C)(C)C.[O:34]=[C:35]1[NH:40][C:39]2[CH:41]=[C:42]([C:45](O)=[O:46])[CH:43]=[CH:44][C:38]=2[S:37][CH2:36]1, predict the reaction product. (7) Given the reactants [NH2:1][C:2]1[N:7]=[CH:6][N:5]=[C:4]2[N:8]([C@@H:26]3[CH2:31][CH2:30][CH2:29][N:28](C(OC(C)(C)C)=O)[CH2:27]3)[N:9]=[C:10]([C:11]3[CH:16]=[CH:15][C:14]([O:17][C:18]4[CH:23]=[C:22]([F:24])[CH:21]=[CH:20][C:19]=4[F:25])=[CH:13][CH:12]=3)[C:3]=12.C(O)(C(F)(F)F)=O, predict the reaction product. The product is: [F:25][C:19]1[CH:20]=[CH:21][C:22]([F:24])=[CH:23][C:18]=1[O:17][C:14]1[CH:13]=[CH:12][C:11]([C:10]2[C:3]3[C:4](=[N:5][CH:6]=[N:7][C:2]=3[NH2:1])[N:8]([C@@H:26]3[CH2:31][CH2:30][CH2:29][NH:28][CH2:27]3)[N:9]=2)=[CH:16][CH:15]=1. (8) Given the reactants Br[C:2]1[N:7]=[C:6]2[N:8]([Si:11]([CH:18]([CH3:20])[CH3:19])([CH:15]([CH3:17])[CH3:16])[CH:12]([CH3:14])[CH3:13])[CH:9]=[CH:10][C:5]2=[CH:4][CH:3]=1.C(P(C(C)(C)C)C(C)(C)C)(C)(C)C.[NH:34]1[CH2:39][CH2:38][O:37][CH2:36][CH2:35]1.CC(C)([O-])C.[Na+].[Na+].[Cl-], predict the reaction product. The product is: [CH:12]([Si:11]([CH:18]([CH3:20])[CH3:19])([CH:15]([CH3:17])[CH3:16])[N:8]1[C:6]2=[N:7][C:2]([N:34]3[CH2:39][CH2:38][O:37][CH2:36][CH2:35]3)=[CH:3][CH:4]=[C:5]2[CH:10]=[CH:9]1)([CH3:14])[CH3:13]. (9) Given the reactants C([C:3]1[C:8]([C:9]([OH:11])=[O:10])=[C:7]([Cl:12])[CH:6]=[CH:5][C:4]=1[C:13]1[CH:18]=[CH:17][C:16]([F:19])=[CH:15][CH:14]=1)C.O.[OH-].[Na+].Cl, predict the reaction product. The product is: [Cl:12][C:7]1[CH:6]=[CH:5][C:4]([C:13]2[CH:14]=[CH:15][C:16]([F:19])=[CH:17][CH:18]=2)=[CH:3][C:8]=1[C:9]([OH:11])=[O:10].